This data is from Forward reaction prediction with 1.9M reactions from USPTO patents (1976-2016). The task is: Predict the product of the given reaction. Given the reactants [CH3:1][C:2]1[C:7]([N+:8]([O-:10])=[O:9])=[CH:6][CH:5]=[CH:4][C:3]=1[OH:11].I[CH2:13][CH3:14].C(=O)([O-])[O-].[K+].[K+], predict the reaction product. The product is: [CH2:13]([O:11][C:3]1[CH:4]=[CH:5][CH:6]=[C:7]([N+:8]([O-:10])=[O:9])[C:2]=1[CH3:1])[CH3:14].